Task: Predict which catalyst facilitates the given reaction.. Dataset: Catalyst prediction with 721,799 reactions and 888 catalyst types from USPTO (1) Reactant: [CH3:1][O:2][C:3](=[O:12])[CH2:4][CH2:5][CH2:6][CH2:7][C:8](=[O:11])[CH2:9]N.[C:13]([OH:23])(=O)[C:14]1[C:15]([O:20][CH3:21])=[CH:16][CH:17]=[CH:18][CH:19]=1.Cl.C[N:26](CCCN=C=NCC)C.O.ON1C2C=CC=CC=2N=N1.C(N(CC)C(C)C)(C)C. Product: [CH3:1][O:2][C:3](=[O:12])[CH2:4][CH2:5][CH2:6][CH:7]([NH:26][C:13](=[O:23])[C:14]1[CH:19]=[CH:18][CH:17]=[CH:16][C:15]=1[O:20][CH3:21])[C:8](=[O:11])[CH3:9]. The catalyst class is: 18. (2) Reactant: [CH3:1][N:2]1[C:13]2[C:14]3[C:6](=[CH:7][NH:8][C:9]=3[CH:10]=[C:11]([C:15]([O:17][CH3:18])=[O:16])[CH:12]=2)[CH:5]=[CH:4][S:3]1(=[O:20])=[O:19].C([O-])=O.[NH4+]. Product: [CH3:1][N:2]1[C:13]2[C:14]3[C:6](=[CH:7][NH:8][C:9]=3[CH:10]=[C:11]([C:15]([O:17][CH3:18])=[O:16])[CH:12]=2)[CH2:5][CH2:4][S:3]1(=[O:20])=[O:19]. The catalyst class is: 19. (3) Reactant: CCN=C=NCCCN(C)C.C1C=CC2N(O)N=NC=2C=1.[Br:22][C:23]1[CH:28]=[CH:27][C:26]([NH:29][C:30]2[C:38]([C:39]([OH:41])=O)=[C:37]3[N:33]([CH2:34][CH2:35][CH2:36]3)[C:32](=[O:42])[CH:31]=2)=[C:25]([F:43])[CH:24]=1.[NH2:44][CH2:45][CH2:46][CH2:47][OH:48]. Product: [OH:48][CH2:47][CH2:46][CH2:45][NH:44][C:39]([C:38]1[C:30]([NH:29][C:26]2[CH:27]=[CH:28][C:23]([Br:22])=[CH:24][C:25]=2[F:43])=[CH:31][C:32](=[O:42])[N:33]2[C:37]=1[CH2:36][CH2:35][CH2:34]2)=[O:41]. The catalyst class is: 3.